This data is from Forward reaction prediction with 1.9M reactions from USPTO patents (1976-2016). The task is: Predict the product of the given reaction. (1) Given the reactants [CH:1]([C:4]1[CH:9]=[CH:8][C:7]([CH:10]2[C:14]3[C:15]([CH3:35])=[C:16]([NH:26][C:27](=[O:34])OCC(Cl)(Cl)Cl)[C:17]([CH3:25])=[C:18]([C:19]4[CH:24]=[CH:23][CH:22]=[CH:21][CH:20]=4)[C:13]=3[O:12][CH2:11]2)=[CH:6][CH:5]=1)([CH3:3])[CH3:2].[NH2:36][CH2:37][CH2:38][CH2:39][OH:40], predict the reaction product. The product is: [OH:40][CH2:39][CH2:38][CH2:37][NH:36][C:27]([NH:26][C:16]1[C:17]([CH3:25])=[C:18]([C:19]2[CH:24]=[CH:23][CH:22]=[CH:21][CH:20]=2)[C:13]2[O:12][CH2:11][CH:10]([C:7]3[CH:6]=[CH:5][C:4]([CH:1]([CH3:2])[CH3:3])=[CH:9][CH:8]=3)[C:14]=2[C:15]=1[CH3:35])=[O:34]. (2) Given the reactants [C:1]([O:5][C:6]([N:8]1[C@H:13]([C:14]2[NH:18][C:17]3[C:19]4[C:24]([CH2:25][CH2:26][C:16]=3[N:15]=2)=[CH:23][C:22](Br)=[CH:21][CH:20]=4)[C@@H:12]2[CH2:28][C@H:9]1[CH2:10][CH2:11]2)=[O:7])([CH3:4])([CH3:3])[CH3:2].[B:29]1([B:29]2[O:33][C:32]([CH3:35])([CH3:34])[C:31]([CH3:37])([CH3:36])[O:30]2)[O:33][C:32]([CH3:35])([CH3:34])[C:31]([CH3:37])([CH3:36])[O:30]1.CC([O-])=O.[K+], predict the reaction product. The product is: [CH3:36][C:31]1([CH3:37])[C:32]([CH3:35])([CH3:34])[O:33][B:29]([C:22]2[CH:23]=[C:24]3[C:19](=[CH:20][CH:21]=2)[C:17]2[NH:18][C:14]([C@@H:13]4[C@@H:12]5[CH2:28][C@@H:9]([CH2:10][CH2:11]5)[N:8]4[C:6]([O:5][C:1]([CH3:4])([CH3:3])[CH3:2])=[O:7])=[N:15][C:16]=2[CH2:26][CH2:25]3)[O:30]1. (3) Given the reactants [CH3:1][C:2]1[CH:9]=[CH:8][CH:7]=[CH:6][C:3]=1[CH2:4][NH2:5].Cl[C:11](OC1C=CC([N+]([O-])=O)=CC=1)=[O:12].C(N(CC)CC)C.[Cl:30][C:31]1[CH:40]=[C:39]2[C:34]([C:35]([N:41]3[CH2:46][CH2:45][NH:44][CH2:43][CH2:42]3)=[CH:36][CH:37]=[N:38]2)=[CH:33][CH:32]=1, predict the reaction product. The product is: [Cl:30][C:31]1[CH:40]=[C:39]2[C:34]([C:35]([N:41]3[CH2:46][CH2:45][N:44]([C:11]([NH:5][CH2:4][C:3]4[CH:6]=[CH:7][CH:8]=[CH:9][C:2]=4[CH3:1])=[O:12])[CH2:43][CH2:42]3)=[CH:36][CH:37]=[N:38]2)=[CH:33][CH:32]=1. (4) Given the reactants Br[C:2]1[CH:3]=[CH:4][C:5]([CH2:8][O:9][Si:10]([C:13]([CH3:16])([CH3:15])[CH3:14])([CH3:12])[CH3:11])=[N:6][CH:7]=1.[Li][CH2:18]CCC.[Cl-].[NH4+].[CH2:24]1[CH2:28][O:27][CH2:26][CH2:25]1, predict the reaction product. The product is: [Si:10]([O:9][CH2:8][C:5]1[CH:4]=[CH:3][C:2]([CH:28]([OH:27])[CH2:24][CH:25]([CH3:18])[CH3:26])=[CH:7][N:6]=1)([C:13]([CH3:16])([CH3:15])[CH3:14])([CH3:12])[CH3:11]. (5) Given the reactants [NH2:1][C:2]1[N:7]=[C:6](O)[CH:5]=[C:4]([NH:9][CH3:10])[N:3]=1.Cl[CH2:12]C=O.[C:15](=[O:18])([O-])[O-].[K+].[K+], predict the reaction product. The product is: [NH2:1][C:2]1[NH:7][C:15](=[O:18])[C:5]2[CH:6]=[CH:12][N:9]([CH3:10])[C:4]=2[N:3]=1.